From a dataset of Experimentally validated miRNA-target interactions with 360,000+ pairs, plus equal number of negative samples. Binary Classification. Given a miRNA mature sequence and a target amino acid sequence, predict their likelihood of interaction. (1) The miRNA is mmu-miR-763 with sequence CCAGCUGGGAAGAACCAGUGGC. The protein sequence of the target gene is MNPMNPMKPALPPAPHGDGSFAYESVPWQQSATQPAGSLSVVTTVWGVGNATQSQVLGNPMGPAGSPPGGSMMPGVAGGSSALTSPQCLGQQAFAEGGASKSYVQQGVYGRGSYPGGSSFTTGYAGGPAGLGLPTHAARPSTDFTQAAAAAAMAAAAATATATATATVAALQEKQSQELSQYGAMGTGQSFNSQFLQHGGPRGPSVPPGMNPSGMGGMMGPSGLSSMAMTPTRAAGMTPLYAGQRLPQHGYPGPPQGQPLPRQGIKRAYSEVYPGQQYLQGGQYAANTAQYAPGPGQPPG.... Result: 0 (no interaction). (2) The miRNA is hsa-miR-212-5p with sequence ACCUUGGCUCUAGACUGCUUACU. The protein sequence of the target gene is MVLSELAARLNCAEYKNWVKAGHCLLLLRSCLQGFVGREVLSFHRGLLAAAPGLGPRAVCRGGSRCSPRARQFQPQCQVCAEWKREILRHHVNRNGDVHWGNCRPGRWPVDAWEVAKAFMPRGLADKQGPEECDAVALLSLINSCDHFVVDRKKVTEVIKCRNEIMHSSEMKVSSTWLRDFQMKIQNFLNEFKNIPEIVAVYSRIEQLLTSDWAVHIPEEDQRDGCECEMGTYLSESQVNEIEMQLLKEKLQEIYLQAEEQEVLPEELSNRLEVVKEFLRNNEDLRNGLTEDMQKLDSLC.... Result: 1 (interaction). (3) The miRNA is hsa-miR-4499 with sequence AAGACUGAGAGGAGGGA. The protein sequence of the target gene is MLWFFSVRALAERPCRRSPGITCCVLLLLNCSGVPMSLASSFLTGSVAKCENEGEVLQIPFITDNPCIMCVCLNKEVTCKREKCPVLSRDCALAIKQRGACCERCKGCTHEGRTYNSSFKWQTPAEPCVLRQCQEGVVTESEVRCVVHCKNPAEHQGACCPTCPGCVFEGVQYREGEEFQPEGNKCITCSCVGGRTQCVREVCPILSCPQHLSHTPSGQCCPKCLGQRKVFDLPFGSCLFRSDVYDNGASFVYDNCTVCTCKDSTMVCKKKCSHPGVCNSDEDACCEDCLLRVPPEDIKV.... Result: 0 (no interaction). (4) The miRNA is hsa-miR-4793-5p with sequence ACAUCCUGCUCCACAGGGCAGAGG. The protein sequence of the target gene is MNMEGLVMFQDLSIDFSQEEWECLDAAQKDLYRDVMMENYSSLVSLGLSIPKPDVISLLEQGKEPWMVSRDVLGGWCRDSEFRCKTKDSCLPKEIYEVTSSQWVRMEKCHSLVGSSVRDDWECKGQFQHQDINQERYLEKAIMTYETTPTFCLQTSLTLHHRIHPGEKLYKSTECMAFKYGSELTQQQETHTGEKLYKCKECGKAFHHFSYLVKHQRIHTGEKPCACKEYGKAFISGSHLIQHQKMYTDERPHECQESVKAFRPSAHLIQHWRIHTGDKPYECKECGKSFTSGSTLNQHQ.... Result: 0 (no interaction). (5) The protein sequence of the target gene is METRSPGLNNMKPQSLQLVLEEQVLALQQQMAENQAASWRKLKNSQEAQQRQATLVRKLQAKVLQYRSWCQELEKRLEATGGPIPQRWENVEEPNLDELLVRLEEEQQRCESLAEVNTQLRLHMEKADVVNKALREDVEKLTVDWSRARDELMRKESQWQMEQEFFKGYLKGEHGRLLSLWREVVTFRRHFLEMKSATDRDLMELKAEHVRLSGSLLTCCLRLTVGAQSREPNGSGRMDGREPAQLLLLLAKTQELEKEAHERSQELIQLKSQGDLEKAELQDRVTELSALLTQSQKQNE.... The miRNA is hsa-miR-6746-3p with sequence CAGCCGCCGCCUGUCUCCACAG. Result: 0 (no interaction). (6) The miRNA is dme-miR-iab-4-5p with sequence ACGUAUACUGAAUGUAUCCUGA. The protein sequence of the target gene is MGAPLAAALGALHYLALFLQLGGATRPAGHAPWDNHVSGHALFTETPHDMTARTGEDVEMACSFRGSGSPSYSLEIQWWYLRSHRDWTDKQTWASNQLKASQQEDSGKDATKISVVKVVGSNISHKLRLSRVKPTDEGTYECRVIDFSDGGRGVPRVLCLLIPLPAPPRAPRPRGQPPGEEPGRGPTLLFLIILPGTGSGTPREAEPHQPHAGGCPARQS. Result: 0 (no interaction). (7) The protein sequence of the target gene is MEQGSGRLEDFPVNVFSVTPYTPSTADIQVSDDDKAGATLLFSGIFLGLVGITFTVMGWIKYQGVSHFEWTQLLGPVLLSVGVTFILIAVCKFKMLSCQLCKESEERVPDSEQTPGGPSFVFTGINQPITFHGATVVQYIPPPYGSPEPMGINTSYLQSVVSPCGLITSGGAAAAMSSPPQYYTIYPQDNSAFVVDEGCLSFTDGGNHRPNPDVDQLEETQLEEEACACFSPPPYEEIYSLPR. The miRNA is hsa-miR-148b-3p with sequence UCAGUGCAUCACAGAACUUUGU. Result: 0 (no interaction).